This data is from CYP2C9 inhibition data for predicting drug metabolism from PubChem BioAssay. The task is: Regression/Classification. Given a drug SMILES string, predict its absorption, distribution, metabolism, or excretion properties. Task type varies by dataset: regression for continuous measurements (e.g., permeability, clearance, half-life) or binary classification for categorical outcomes (e.g., BBB penetration, CYP inhibition). Dataset: cyp2c9_veith. The compound is C/C(CC(=O)NCc1ccco1)=N\NC(=O)Cc1ccccc1. The result is 0 (non-inhibitor).